Dataset: NCI-60 drug combinations with 297,098 pairs across 59 cell lines. Task: Regression. Given two drug SMILES strings and cell line genomic features, predict the synergy score measuring deviation from expected non-interaction effect. (1) Drug 1: C1CCC(C1)C(CC#N)N2C=C(C=N2)C3=C4C=CNC4=NC=N3. Drug 2: CCCCC(=O)OCC(=O)C1(CC(C2=C(C1)C(=C3C(=C2O)C(=O)C4=C(C3=O)C=CC=C4OC)O)OC5CC(C(C(O5)C)O)NC(=O)C(F)(F)F)O. Cell line: NCIH23. Synergy scores: CSS=12.0, Synergy_ZIP=-3.54, Synergy_Bliss=-1.57, Synergy_Loewe=-0.859, Synergy_HSA=-0.859. (2) Drug 1: CC1C(C(CC(O1)OC2CC(CC3=C2C(=C4C(=C3O)C(=O)C5=CC=CC=C5C4=O)O)(C(=O)C)O)N)O. Drug 2: CC1C(C(CC(O1)OC2CC(CC3=C2C(=C4C(=C3O)C(=O)C5=C(C4=O)C(=CC=C5)OC)O)(C(=O)CO)O)N)O.Cl. Cell line: OVCAR-8. Synergy scores: CSS=51.7, Synergy_ZIP=-0.184, Synergy_Bliss=-0.0928, Synergy_Loewe=4.40, Synergy_HSA=5.62. (3) Drug 1: CS(=O)(=O)CCNCC1=CC=C(O1)C2=CC3=C(C=C2)N=CN=C3NC4=CC(=C(C=C4)OCC5=CC(=CC=C5)F)Cl. Drug 2: CC1CCC2CC(C(=CC=CC=CC(CC(C(=O)C(C(C(=CC(C(=O)CC(OC(=O)C3CCCCN3C(=O)C(=O)C1(O2)O)C(C)CC4CCC(C(C4)OC)OP(=O)(C)C)C)C)O)OC)C)C)C)OC. Cell line: NCIH23. Synergy scores: CSS=25.8, Synergy_ZIP=-3.86, Synergy_Bliss=-1.79, Synergy_Loewe=1.67, Synergy_HSA=3.26. (4) Drug 1: C1=CC=C(C(=C1)C(C2=CC=C(C=C2)Cl)C(Cl)Cl)Cl. Drug 2: CC12CCC3C(C1CCC2OP(=O)(O)O)CCC4=C3C=CC(=C4)OC(=O)N(CCCl)CCCl.[Na+]. Cell line: PC-3. Synergy scores: CSS=1.95, Synergy_ZIP=-0.477, Synergy_Bliss=-0.522, Synergy_Loewe=-2.37, Synergy_HSA=-2.55.